This data is from Full USPTO retrosynthesis dataset with 1.9M reactions from patents (1976-2016). The task is: Predict the reactants needed to synthesize the given product. (1) Given the product [NH:1]([C:2]([NH:10][CH2:11][CH2:12][CH2:13][N:14]1[CH2:19][CH2:18][CH:17]([C:20]2[CH:21]=[C:22]([NH:26][C:27](=[O:31])[CH:28]([CH3:29])[CH3:30])[CH:23]=[CH:24][CH:25]=2)[CH2:16][CH2:15]1)=[O:3])[C:4]1[CH:9]=[CH:8][CH:7]=[CH:6][CH:5]=1, predict the reactants needed to synthesize it. The reactants are: [N:1]([C:4]1[CH:9]=[CH:8][CH:7]=[CH:6][CH:5]=1)=[C:2]=[O:3].[NH2:10][CH2:11][CH2:12][CH2:13][N:14]1[CH2:19][CH2:18][CH:17]([C:20]2[CH:21]=[C:22]([NH:26][C:27](=[O:31])[CH:28]([CH3:30])[CH3:29])[CH:23]=[CH:24][CH:25]=2)[CH2:16][CH2:15]1. (2) Given the product [C:1]1([CH:7]2[C:8]3([CH2:12][CH2:11][O:10][C:9]3=[O:13])[O:19]2)[CH:2]=[CH:3][CH:4]=[CH:5][CH:6]=1, predict the reactants needed to synthesize it. The reactants are: [C:1]1(/[CH:7]=[C:8]2/[C:9](=[O:13])[O:10][CH2:11][CH2:12]/2)[CH:6]=[CH:5][CH:4]=[CH:3][CH:2]=1.ClC1C=C(C=CC=1)C(OO)=[O:19].CC(N=NC(C#N)(C)C)(C#N)C. (3) Given the product [Cl:1][C:2]1[C:3]2[C:4](=[O:6])[N:14]([CH2:15][C:16]3[CH:21]=[CH:20][C:19]([O:22][CH3:23])=[CH:18][C:17]=3[O:24][CH3:25])[CH:13]([CH3:26])[C:7]=2[C:8]([F:12])=[C:9]([Cl:11])[N:10]=1, predict the reactants needed to synthesize it. The reactants are: [Cl:1][C:2]1[N:10]=[C:9]([Cl:11])[C:8]([F:12])=[C:7](/[CH:13]=[N:14]/[CH2:15][C:16]2[CH:21]=[CH:20][C:19]([O:22][CH3:23])=[CH:18][C:17]=2[O:24][CH3:25])[C:3]=1[C:4]([OH:6])=O.[CH3:26][Li].Cl. (4) Given the product [NH:1]([C:17]([O:19][C:20]([CH3:23])([CH3:22])[CH3:21])=[O:18])[C@H:2]([CH:11]=[O:12])[CH2:3][C:4](=[O:10])[O:5][C:6]([CH3:9])([CH3:7])[CH3:8], predict the reactants needed to synthesize it. The reactants are: [NH:1]([C:17]([O:19][C:20]([CH3:23])([CH3:22])[CH3:21])=[O:18])[C@H:2]([C:11](N(C)OC)=[O:12])[CH2:3][C:4](=[O:10])[O:5][C:6]([CH3:9])([CH3:8])[CH3:7].[H-].[H-].[H-].[H-].[Li+].[Al+3]. (5) The reactants are: [CH:1]1[CH:2]=[CH:3][C:4]2[NH:11][C:9](=[O:10])[CH:8]=[C:7]([CH2:12][CH:13]([NH:17][C:18]([C:20]3[CH:21]=[CH:22][C:23]([Cl:26])=[CH:24][CH:25]=3)=[O:19])[C:14]([OH:16])=[O:15])[C:5]=2[CH:6]=1.Cl.Cl[CH2:29][CH2:30][N:31]1[CH2:36][CH2:35][CH2:34][CH2:33][CH2:32]1. Given the product [Cl:26][C:23]1[CH:24]=[CH:25][C:20]([C:18]([NH:17][CH:13]([CH2:12][C:7]2[C:5]3[C:4](=[CH:3][CH:2]=[CH:1][CH:6]=3)[NH:11][C:9](=[O:10])[CH:8]=2)[C:14]([O:16][CH2:29][CH2:30][N:31]2[CH2:36][CH2:35][CH2:34][CH2:33][CH2:32]2)=[O:15])=[O:19])=[CH:21][CH:22]=1, predict the reactants needed to synthesize it. (6) Given the product [CH3:11][C:8]1([CH3:12])[CH2:7][NH:6][C:5]2[N:14]=[CH:15][CH:2]=[CH:3][C:4]=2[CH2:10][NH:9]1, predict the reactants needed to synthesize it. The reactants are: Br[C:2]1[CH:15]=[N:14][C:5]2[NH:6][C:7](=O)[C:8]([CH3:12])([CH3:11])[NH:9][CH2:10][C:4]=2[CH:3]=1.[H-].[H-].[H-].[H-].[Li+].[Al+3].